From a dataset of Reaction yield outcomes from USPTO patents with 853,638 reactions. Predict the reaction yield, written as a fraction of the theoretical maximum amount of product (1.0 means a 100% yield; for example, 0.34 means a 34% yield). (1) The reactants are [NH:1]1[C:9]2[C:4](=[C:5]([CH:10]([C:14]3[CH:19]=[CH:18][CH:17]=[CH:16][CH:15]=3)[CH2:11][CH2:12][NH2:13])[CH:6]=[CH:7][CH:8]=2)[CH:3]=[CH:2]1.Cl[C:21]([O:23][CH3:24])=[O:22]. The catalyst is C(Cl)Cl. The product is [CH3:24][O:23][C:21](=[O:22])[NH:13][CH2:12][CH2:11][CH:10]([C:5]1[CH:6]=[CH:7][CH:8]=[C:9]2[C:4]=1[CH:3]=[CH:2][NH:1]2)[C:14]1[CH:15]=[CH:16][CH:17]=[CH:18][CH:19]=1. The yield is 0.980. (2) The reactants are [ClH:1].N[C:3]1[CH:4]=[CH:5][CH:6]=[C:7]2[C:12]=1[NH:11][C:10](=[O:13])[CH:9]=[CH:8]2.N([O-])=O.[Na+].[S:18](=[O:20])=[O:19]. The catalyst is C(O)(=O)C.C(#N)C.O.O.[Cu](Cl)Cl. The product is [O:13]=[C:10]1[CH:9]=[CH:8][C:7]2[C:12](=[C:3]([S:18]([Cl:1])(=[O:20])=[O:19])[CH:4]=[CH:5][CH:6]=2)[NH:11]1. The yield is 0.350. (3) The reactants are C(OC([N:8]1[CH2:11][CH:10]([C:12]2[C:17]([O:18][C:19]3[CH:24]=[CH:23][CH:22]=[CH:21][C:20]=3[O:25][CH3:26])=[N:16][CH:15]=[CH:14][N:13]=2)[CH2:9]1)=O)(C)(C)C.[ClH:27].CO. No catalyst specified. The product is [ClH:27].[NH:8]1[CH2:9][CH:10]([C:12]2[C:17]([O:18][C:19]3[CH:24]=[CH:23][CH:22]=[CH:21][C:20]=3[O:25][CH3:26])=[N:16][CH:15]=[CH:14][N:13]=2)[CH2:11]1. The yield is 1.00. (4) The reactants are [F:1][C:2]([F:28])([F:27])[C:3]1[CH:4]=[C:5]([CH:20]=[C:21]([C:23]([F:26])([F:25])[F:24])[CH:22]=1)[CH2:6][O:7][C@H:8]1[O:13][CH2:12][CH2:11][NH:10][C@@H:9]1[C:14]1[CH:19]=[CH:18][CH:17]=[CH:16][CH:15]=1.Br[CH2:30][CH2:31][CH2:32][CH2:33][CH2:34][C:35]([O:37][CH3:38])=[O:36].C([O-])([O-])=O.[K+].[K+]. The product is [F:28][C:2]([F:1])([F:27])[C:3]1[CH:4]=[C:5]([CH:20]=[C:21]([C:23]([F:24])([F:25])[F:26])[CH:22]=1)[CH2:6][O:7][C@H:8]1[O:13][CH2:12][CH2:11][N:10]([CH2:30][CH2:31][CH2:32][CH2:33][CH2:34][C:35]([O:37][CH3:38])=[O:36])[C@@H:9]1[C:14]1[CH:19]=[CH:18][CH:17]=[CH:16][CH:15]=1. The yield is 0.650. The catalyst is CN(C=O)C.[N+](CCCC)(CCCC)(CCCC)CCCC.[I-].CCOC(C)=O. (5) The reactants are [OH:1][N:2]1[C:6](=[O:7])[C:5]2=[CH:8][CH:9]=[CH:10][CH:11]=[C:4]2[C:3]1=[O:12].Br[CH2:14][CH:15]=[C:16]([CH3:18])[CH3:17].[OH-].[K+]. The catalyst is C(O)C. The product is [CH3:17][C:16]([CH3:18])=[CH:15][CH2:14][O:1][N:2]1[C:3](=[O:12])[C:4]2[C:5](=[CH:8][CH:9]=[CH:10][CH:11]=2)[C:6]1=[O:7]. The yield is 0.230. (6) The reactants are [CH:1]1([N:7]2[C:12]([OH:13])=[C:11]([C:14]([NH:16][CH2:17][C:18]([O:20]CC)=[O:19])=[O:15])[C:10](=[O:23])[NH:9][C:8]2=[O:24])[CH2:6][CH2:5][CH2:4][CH2:3][CH2:2]1.C(=O)([O-])[O-].[K+].[K+].[F:31][C:32]1[CH:39]=[CH:38][C:35]([CH2:36]Br)=[C:34]([C:40]([F:43])([F:42])[F:41])[CH:33]=1.Cl. The catalyst is CC(N(C)C)=O. The product is [CH:1]1([N:7]2[C:12]([OH:13])=[C:11]([C:14]([NH:16][CH2:17][C:18]([OH:20])=[O:19])=[O:15])[C:10](=[O:23])[N:9]([CH2:36][C:35]3[CH:38]=[CH:39][C:32]([F:31])=[CH:33][C:34]=3[C:40]([F:42])([F:41])[F:43])[C:8]2=[O:24])[CH2:6][CH2:5][CH2:4][CH2:3][CH2:2]1. The yield is 0.380. (7) The reactants are [Cl:1][C:2]1[CH:3]=[CH:4][C:5]2[O:9][C:8]([C:10](O)=[O:11])=[CH:7][C:6]=2[CH:13]=1.S(Cl)([Cl:16])=O. No catalyst specified. The product is [Cl:1][C:2]1[CH:3]=[CH:4][C:5]2[O:9][C:8]([C:10]([Cl:16])=[O:11])=[CH:7][C:6]=2[CH:13]=1. The yield is 1.00. (8) The reactants are [Si:1]([O:8]S(C(F)(F)F)(=O)=O)([C:4]([CH3:7])([CH3:6])[CH3:5])([CH3:3])[CH3:2].O[C@@H:17]1[N:23]([C:24]([O:26][CH2:27][C:28]2[CH:33]=[CH:32][C:31]([NH:34][C:35](=[O:52])[C@@H:36]([NH:38][C:39](=[O:51])[C@@H:40]([NH:44][C:45]([O:47][CH2:48][CH:49]=[CH2:50])=[O:46])[CH:41]([CH3:43])[CH3:42])[CH3:37])=[CH:30][CH:29]=2)=[O:25])[C:22]2[CH:53]=[C:54]([O:59][Si:60]([CH:67]([CH3:69])[CH3:68])([CH:64]([CH3:66])[CH3:65])[CH:61]([CH3:63])[CH3:62])[C:55]([O:57][CH3:58])=[CH:56][C:21]=2[C:20](=[O:70])[N:19]2[CH:71]=[C:72](/[CH:74]=[CH:75]/[CH3:76])[CH2:73][C@@H:18]12.N1C(C)=CC=CC=1C. The catalyst is C(Cl)Cl. The product is [Si:1]([O:8][C@@H:17]1[N:23]([C:24]([O:26][CH2:27][C:28]2[CH:29]=[CH:30][C:31]([NH:34][C:35](=[O:52])[C@@H:36]([NH:38][C:39](=[O:51])[C@@H:40]([NH:44][C:45]([O:47][CH2:48][CH:49]=[CH2:50])=[O:46])[CH:41]([CH3:42])[CH3:43])[CH3:37])=[CH:32][CH:33]=2)=[O:25])[C:22]2[CH:53]=[C:54]([O:59][Si:60]([CH:61]([CH3:63])[CH3:62])([CH:67]([CH3:69])[CH3:68])[CH:64]([CH3:65])[CH3:66])[C:55]([O:57][CH3:58])=[CH:56][C:21]=2[C:20](=[O:70])[N:19]2[CH:71]=[C:72](/[CH:74]=[CH:75]/[CH3:76])[CH2:73][C@@H:18]12)([C:4]([CH3:7])([CH3:6])[CH3:5])([CH3:3])[CH3:2]. The yield is 0.570.